Task: Regression. Given two drug SMILES strings and cell line genomic features, predict the synergy score measuring deviation from expected non-interaction effect.. Dataset: Merck oncology drug combination screen with 23,052 pairs across 39 cell lines (1) Drug 1: CCC1=CC2CN(C1)Cc1c([nH]c3ccccc13)C(C(=O)OC)(c1cc3c(cc1OC)N(C)C1C(O)(C(=O)OC)C(OC(C)=O)C4(CC)C=CCN5CCC31C54)C2. Drug 2: O=C(NOCC(O)CO)c1ccc(F)c(F)c1Nc1ccc(I)cc1F. Cell line: VCAP. Synergy scores: synergy=-23.6. (2) Synergy scores: synergy=10.5. Drug 2: COC1CC2CCC(C)C(O)(O2)C(=O)C(=O)N2CCCCC2C(=O)OC(C(C)CC2CCC(OP(C)(C)=O)C(OC)C2)CC(=O)C(C)C=C(C)C(O)C(OC)C(=O)C(C)CC(C)C=CC=CC=C1C. Cell line: SW837. Drug 1: CCC1=CC2CN(C1)Cc1c([nH]c3ccccc13)C(C(=O)OC)(c1cc3c(cc1OC)N(C)C1C(O)(C(=O)OC)C(OC(C)=O)C4(CC)C=CCN5CCC31C54)C2. (3) Drug 1: O=S1(=O)NC2(CN1CC(F)(F)F)C1CCC2Cc2cc(C=CCN3CCC(C(F)(F)F)CC3)ccc2C1. Drug 2: Cc1nc(Nc2ncc(C(=O)Nc3c(C)cccc3Cl)s2)cc(N2CCN(CCO)CC2)n1. Cell line: HT29. Synergy scores: synergy=37.5. (4) Cell line: MSTO. Drug 1: O=C(CCCCCCC(=O)Nc1ccccc1)NO. Synergy scores: synergy=-3.86. Drug 2: CNC(=O)c1cc(Oc2ccc(NC(=O)Nc3ccc(Cl)c(C(F)(F)F)c3)cc2)ccn1. (5) Drug 1: O=P1(N(CCCl)CCCl)NCCCO1. Drug 2: CCN(CC)CCNC(=O)c1c(C)[nH]c(C=C2C(=O)Nc3ccc(F)cc32)c1C. Cell line: PA1. Synergy scores: synergy=7.84. (6) Drug 1: Nc1ccn(C2OC(CO)C(O)C2(F)F)c(=O)n1. Synergy scores: synergy=-12.1. Cell line: OVCAR3. Drug 2: CS(=O)(=O)CCNCc1ccc(-c2ccc3ncnc(Nc4ccc(OCc5cccc(F)c5)c(Cl)c4)c3c2)o1.